From a dataset of NCI-60 drug combinations with 297,098 pairs across 59 cell lines. Regression. Given two drug SMILES strings and cell line genomic features, predict the synergy score measuring deviation from expected non-interaction effect. (1) Drug 1: C1C(C(OC1N2C=NC3=C(N=C(N=C32)Cl)N)CO)O. Drug 2: C1=CN(C=N1)CC(O)(P(=O)(O)O)P(=O)(O)O. Cell line: OVCAR3. Synergy scores: CSS=14.4, Synergy_ZIP=-5.36, Synergy_Bliss=-8.05, Synergy_Loewe=-6.29, Synergy_HSA=-7.20. (2) Drug 1: C1=NC2=C(N=C(N=C2N1C3C(C(C(O3)CO)O)F)Cl)N. Drug 2: CC1CCC2CC(C(=CC=CC=CC(CC(C(=O)C(C(C(=CC(C(=O)CC(OC(=O)C3CCCCN3C(=O)C(=O)C1(O2)O)C(C)CC4CCC(C(C4)OC)OCCO)C)C)O)OC)C)C)C)OC. Cell line: A549. Synergy scores: CSS=1.78, Synergy_ZIP=1.90, Synergy_Bliss=-4.03, Synergy_Loewe=-3.60, Synergy_HSA=-3.07. (3) Drug 1: CC1C(C(=O)NC(C(=O)N2CCCC2C(=O)N(CC(=O)N(C(C(=O)O1)C(C)C)C)C)C(C)C)NC(=O)C3=C4C(=C(C=C3)C)OC5=C(C(=O)C(=C(C5=N4)C(=O)NC6C(OC(=O)C(N(C(=O)CN(C(=O)C7CCCN7C(=O)C(NC6=O)C(C)C)C)C)C(C)C)C)N)C. Drug 2: C#CCC(CC1=CN=C2C(=N1)C(=NC(=N2)N)N)C3=CC=C(C=C3)C(=O)NC(CCC(=O)O)C(=O)O. Cell line: A549. Synergy scores: CSS=44.1, Synergy_ZIP=2.30, Synergy_Bliss=-0.504, Synergy_Loewe=-30.4, Synergy_HSA=-1.30.